This data is from Full USPTO retrosynthesis dataset with 1.9M reactions from patents (1976-2016). The task is: Predict the reactants needed to synthesize the given product. (1) The reactants are: [NH2:1][N:2]1[C:11](=[O:12])[C:10]2[C:5](=[CH:6][CH:7]=[CH:8][CH:9]=2)[NH:4][C:3]1=S.[NH:14]1[CH2:18][CH2:17][CH2:16][CH2:15]1. Given the product [NH2:1][N:2]1[C:11](=[O:12])[C:10]2[C:5](=[CH:6][CH:7]=[CH:8][CH:9]=2)[N:4]=[C:3]1[N:14]1[CH2:18][CH2:17][CH2:16][CH2:15]1, predict the reactants needed to synthesize it. (2) Given the product [Br:6][C:7]1[CH:8]=[C:9]2[C:3]([CH3:4])=[C:2]([CH3:1])[NH:13][C:10]2=[N:11][CH:12]=1, predict the reactants needed to synthesize it. The reactants are: [CH3:1][C:2](=O)[CH2:3][CH3:4].[Br:6][C:7]1[CH:8]=[CH:9][C:10]([NH:13]N)=[N:11][CH:12]=1. (3) Given the product [CH2:14]([C:18]1[CH:27]=[CH:26][CH:25]=[C:24]2[C:19]=1[CH:20]=[CH:7][C:6](=[O:11])[NH:23]2)[CH:15]([CH3:17])[CH3:16], predict the reactants needed to synthesize it. The reactants are: FC(F)(F)C(O[C:6](=[O:11])[C:7](F)(F)F)=O.[CH2:14]([C:18]1[CH:27]=[CH:26][CH:25]=[C:24]2[C:19]=1[CH:20]=CC=[N+:23]2[O-])[CH:15]([CH3:17])[CH3:16]. (4) Given the product [F:14][C:2]([F:1])([C:8]1[CH:13]=[CH:12][CH:11]=[CH:10][N:9]=1)[CH2:3][OH:4], predict the reactants needed to synthesize it. The reactants are: [F:1][C:2]([F:14])([C:8]1[CH:13]=[CH:12][CH:11]=[CH:10][N:9]=1)[C:3](OCC)=[O:4].[BH4-].[Na+]. (5) The reactants are: I[C:2]1[CH:3]=[C:4]([NH:10][CH:11]2[CH2:16][CH2:15][N:14]([CH3:17])[CH2:13][CH2:12]2)[CH:5]=[CH:6][C:7]=1[O:8][CH3:9].[C:18]([Si:20]([CH3:23])([CH3:22])[CH3:21])#[CH:19]. Given the product [CH3:9][O:8][C:7]1[CH:6]=[CH:5][C:4]([NH:10][CH:11]2[CH2:16][CH2:15][N:14]([CH3:17])[CH2:13][CH2:12]2)=[CH:3][C:2]=1[C:19]#[C:18][Si:20]([CH3:23])([CH3:22])[CH3:21], predict the reactants needed to synthesize it. (6) Given the product [Br:24][CH2:23][C:21]1[CH:20]=[CH:19][C:3]([O:4][C:5]2[CH:12]=[CH:11][CH:10]=[C:9]([C:13]3[CH:18]=[CH:17][N:16]=[CH:15][N:14]=3)[C:6]=2[C:7]#[N:8])=[C:2]([Cl:1])[CH:22]=1, predict the reactants needed to synthesize it. The reactants are: [Cl:1][C:2]1[CH:22]=[C:21]([CH3:23])[CH:20]=[CH:19][C:3]=1[O:4][C:5]1[CH:12]=[CH:11][CH:10]=[C:9]([C:13]2[CH:18]=[CH:17][N:16]=[CH:15][N:14]=2)[C:6]=1[C:7]#[N:8].[Br:24]N1C(=O)CCC1=O.C(OOC(=O)C1C=CC=CC=1)(=O)C1C=CC=CC=1.